Task: Predict the reaction yield, written as a fraction of the theoretical maximum amount of product (1.0 means a 100% yield; for example, 0.34 means a 34% yield).. Dataset: Reaction yield outcomes from USPTO patents with 853,638 reactions The reactants are [O:1]1[C:5]2[CH:6]=[CH:7][C:8]([OH:10])=[CH:9][C:4]=2[O:3][CH2:2]1.C([Mg]Cl)(C)C.[Br:16][C:17]1[CH:25]=[CH:24][CH:23]=[C:22]2[C:18]=1[C:19](=[O:32])[C:20](=[O:31])[N:21]2[CH2:26][CH2:27][CH2:28][CH2:29][CH3:30]. The catalyst is O1CCCC1.ClCCl. The product is [Br:16][C:17]1[CH:25]=[CH:24][CH:23]=[C:22]2[C:18]=1[C:19]([OH:32])([C:7]1[C:8]([OH:10])=[CH:9][C:4]3[O:3][CH2:2][O:1][C:5]=3[CH:6]=1)[C:20](=[O:31])[N:21]2[CH2:26][CH2:27][CH2:28][CH2:29][CH3:30]. The yield is 0.970.